The task is: Predict the product of the given reaction.. This data is from Forward reaction prediction with 1.9M reactions from USPTO patents (1976-2016). (1) Given the reactants [F:1][C:2]1[CH:7]=[C:6](B2OC(C)(C)C(C)(C)O2)[CH:5]=[CH:4][C:3]=1[C:17]1[N:18]=[CH:19][C:20]([NH2:23])=[N:21][CH:22]=1.[F:24][C:25]([F:34])([F:33])[C:26]1[CH:31]=[CH:30][CH:29]=[CH:28][C:27]=1Br, predict the reaction product. The product is: [F:1][C:2]1[CH:7]=[C:6]([C:27]2[CH:28]=[CH:29][CH:30]=[CH:31][C:26]=2[C:25]([F:34])([F:33])[F:24])[CH:5]=[CH:4][C:3]=1[C:17]1[N:18]=[CH:19][C:20]([NH2:23])=[N:21][CH:22]=1. (2) Given the reactants [NH:1]1[CH2:6][CH2:5][NH:4][CH2:3][CH2:2]1.[Cl:7][C:8]1[CH:13]=[CH:12][C:11]([C@@H:14]2[C@:16]3([C:24]4[C:19](=[CH:20][CH:21]=[CH:22][CH:23]=4)[N:18]([CH2:25][C:26]4[CH:27]=[C:28]([CH:32]=[CH:33][CH:34]=4)[C:29](O)=[O:30])[C:17]3=[O:35])[CH2:15]2)=[CH:10][CH:9]=1, predict the reaction product. The product is: [Cl:7][C:8]1[CH:13]=[CH:12][C:11]([C@H:14]2[C@@:16]3([C:24]4[C:19](=[CH:20][CH:21]=[CH:22][CH:23]=4)[N:18]([CH2:25][C:26]4[CH:34]=[CH:33][CH:32]=[C:28]([C:29]([N:1]5[CH2:6][CH2:5][NH:4][CH2:3][CH2:2]5)=[O:30])[CH:27]=4)[C:17]3=[O:35])[CH2:15]2)=[CH:10][CH:9]=1. (3) The product is: [CH3:10][C:3]1[CH:4]=[C:5]([CH:8]=[CH:9][C:2]=1[C:11]1[CH:16]=[CH:15][CH:14]=[CH:13][CH:12]=1)[C:6]#[N:7]. Given the reactants Br[C:2]1[CH:9]=[CH:8][C:5]([C:6]#[N:7])=[CH:4][C:3]=1[CH3:10].[C:11]1(B(O)O)[CH:16]=[CH:15][CH:14]=[CH:13][CH:12]=1, predict the reaction product. (4) The product is: [Cl:1][C:2]1[CH:7]=[CH:6][C:5]([C:8]2[N:12]([CH:13]([CH:17]3[CH2:18][CH2:19][CH2:20][CH2:21][CH2:22]3)[C:14]([NH:35][C:36]3[CH:43]=[CH:42][C:39]([C:40]#[N:41])=[CH:38][CH:37]=3)=[O:15])[C:11]3[CH:23]=[C:24]([F:28])[C:25]([F:27])=[CH:26][C:10]=3[N:9]=2)=[CH:4][CH:3]=1. Given the reactants [Cl:1][C:2]1[CH:7]=[CH:6][C:5]([C:8]2[N:12]([CH:13]([CH:17]3[CH2:22][CH2:21][CH2:20][CH2:19][CH2:18]3)[C:14](O)=[O:15])[C:11]3[CH:23]=[C:24]([F:28])[C:25]([F:27])=[CH:26][C:10]=3[N:9]=2)=[CH:4][CH:3]=1.C(Cl)(=O)C(Cl)=O.[NH2:35][C:36]1[CH:43]=[CH:42][C:39]([C:40]#[N:41])=[CH:38][CH:37]=1.C(N(CC)CC)C, predict the reaction product. (5) Given the reactants [F:1][C:2]1([F:31])[O:6][C:5]2[CH:7]=[CH:8][C:9]([S:11]([N:14]3[CH2:19][CH2:18][CH:17]([NH:20][C:21]4[C:26]([N+:27]([O-])=O)=[CH:25][CH:24]=[C:23]([CH3:30])[N:22]=4)[CH2:16][CH2:15]3)(=[O:13])=[O:12])=[CH:10][C:4]=2[O:3]1.[NH4+].[Cl-], predict the reaction product. The product is: [F:31][C:2]1([F:1])[O:6][C:5]2[CH:7]=[CH:8][C:9]([S:11]([N:14]3[CH2:15][CH2:16][CH:17]([NH:20][C:21]4[C:26]([NH2:27])=[CH:25][CH:24]=[C:23]([CH3:30])[N:22]=4)[CH2:18][CH2:19]3)(=[O:13])=[O:12])=[CH:10][C:4]=2[O:3]1. (6) The product is: [N:30]1([C:28]([C:24]2[CH:23]=[C:22]([N:15]([CH:35]3[CH2:39][CH2:38][CH2:37][CH2:36]3)[C:13](=[O:14])[N:12]([CH3:65])[C:10]3[S:11][C:7]([S:6][CH2:5][C:4]([OH:3])=[O:34])=[CH:8][N:9]=3)[CH:27]=[CH:26][CH:25]=2)=[O:29])[CH2:33][CH2:32][CH2:31]1. Given the reactants C([O:3][C:4](=[O:34])[CH2:5][S:6][C:7]1[S:11][C:10]([NH:12][C:13]([N:15]([C:22]2[CH:27]=[CH:26][CH:25]=[C:24]([C:28]([N:30]3[CH2:33][CH2:32][CH2:31]3)=[O:29])[CH:23]=2)CC2CCCC2)=[O:14])=[N:9][CH:8]=1)C.[CH:35]1(CN(C2C=CC(S(C)(=O)=O)=CC=2)C(=O)NC2SC=C(CC(O)=O)N=2)[CH2:39][CH2:38][CH2:37][CH2:36]1.N1(C(C2C=CC=C(NCC3CCCC3)C=2)=O)CC[CH2:65]1.C(OC(=O)CSC1SC(N)=NC=1)C, predict the reaction product. (7) The product is: [Cl:43][C:44]1[CH:51]=[C:50]([F:52])[CH:49]=[CH:48][C:45]=1[CH2:46][O:40][C:39]1[CH:41]=[CH:42][C:34]([CH:33]=[O:32])=[CH:35][C:36]=1[O:37][CH3:38]. Given the reactants N(C(OCC)=O)=NC(OCC)=O.C1C=CC(P(C2C=CC=CC=2)C2C=CC=CC=2)=CC=1.[O:32]=[CH:33][C:34]1[CH:42]=[CH:41][C:39]([OH:40])=[C:36]([O:37][CH3:38])[CH:35]=1.[Cl:43][C:44]1[CH:51]=[C:50]([F:52])[CH:49]=[CH:48][C:45]=1[CH2:46]O, predict the reaction product. (8) Given the reactants [CH3:1][N:2]([CH3:20])[C:3]([C:5]1[N:14]([CH:15]2[CH2:19][CH2:18][CH2:17][CH2:16]2)[C:8]2[N:9]=[C:10](Cl)[N:11]=[CH:12][C:7]=2[CH:6]=1)=[O:4].[NH2:21][C:22]1[N:27]=[CH:26][C:25]([N:28]2[CH2:33][CH2:32][NH:31][C:30](=[O:34])[CH2:29]2)=[CH:24][CH:23]=1, predict the reaction product. The product is: [CH3:1][N:2]([CH3:20])[C:3]([C:5]1[N:14]([CH:15]2[CH2:19][CH2:18][CH2:17][CH2:16]2)[C:8]2[N:9]=[C:10]([NH:21][C:22]3[CH:23]=[CH:24][C:25]([N:28]4[CH2:33][CH2:32][NH:31][C:30](=[O:34])[CH2:29]4)=[CH:26][N:27]=3)[N:11]=[CH:12][C:7]=2[CH:6]=1)=[O:4]. (9) Given the reactants [C@@H:1]12[CH2:6][C@@H:5]1[CH2:4][NH:3][CH2:2]2.[CH3:7][C:8]1[CH:12]=[C:11]([CH3:13])[NH:10][C:9]=1[CH:14]=[O:15].[CH2:16]=O, predict the reaction product. The product is: [C@@H:1]12[CH2:6][C@@H:5]1[CH2:4][N:3]([CH2:16][C:12]1[C:8]([CH3:7])=[C:9]([CH:14]=[O:15])[NH:10][C:11]=1[CH3:13])[CH2:2]2.